From a dataset of Full USPTO retrosynthesis dataset with 1.9M reactions from patents (1976-2016). Predict the reactants needed to synthesize the given product. (1) Given the product [C:7]([C:9]1[CH:10]=[C:11]([CH:35]([CH3:37])[CH3:36])[C:12]2[O:16][C:15]([C:17]3[CH:33]=[CH:32][C:20]([C:21]([NH:23][CH2:24][C@H:25]4[O:31][CH2:30][CH2:29][N:28]([C:39]5[N:44]=[C:43]([C:45]([F:48])([F:47])[F:46])[CH:42]=[CH:41][N:40]=5)[CH2:27][CH2:26]4)=[O:22])=[CH:19][CH:18]=3)=[N:14][C:13]=2[CH:34]=1)#[N:8], predict the reactants needed to synthesize it. The reactants are: C(=O)([O-])[O-].[K+].[K+].[C:7]([C:9]1[CH:10]=[C:11]([CH:35]([CH3:37])[CH3:36])[C:12]2[O:16][C:15]([C:17]3[CH:33]=[CH:32][C:20]([C:21]([NH:23][CH2:24][C@H:25]4[O:31][CH2:30][CH2:29][NH:28][CH2:27][CH2:26]4)=[O:22])=[CH:19][CH:18]=3)=[N:14][C:13]=2[CH:34]=1)#[N:8].Cl[C:39]1[N:44]=[C:43]([C:45]([F:48])([F:47])[F:46])[CH:42]=[CH:41][N:40]=1. (2) Given the product [F:14][C:2]([F:1])([F:15])[C@@:3]([OH:13])([C:7]1[CH:12]=[CH:11][CH:10]=[CH:9][CH:8]=1)[C:4]([NH:29][CH2:28][C:20]1[NH:19][C:18](=[O:17])[C:27]2[C:22](=[CH:23][CH:24]=[CH:25][CH:26]=2)[N:21]=1)=[O:6], predict the reactants needed to synthesize it. The reactants are: [F:1][C:2]([F:15])([F:14])[C@@:3]([OH:13])([C:7]1[CH:12]=[CH:11][CH:10]=[CH:9][CH:8]=1)[C:4]([OH:6])=O.[Cl-].[O:17]=[C:18]1[C:27]2[C:22](=[CH:23][CH:24]=[CH:25][CH:26]=2)[N:21]=[C:20]([CH2:28][NH3+:29])[NH:19]1.ON1C2C=CC=CC=2N=N1.C(N(C(C)C)CC)(C)C. (3) The reactants are: [CH2:1]([O:3][C:4](=[O:16])[CH2:5][CH2:6][C@H:7]1[CH2:11][O:10][C@@H:9]2[C@H:12](O)[CH2:13][O:14][C@H:8]12)[CH3:2].O1C2C=CC(C#C[C@@H]3[C@H]4OC[C@H]([NH2:36])[C@H]4OC3)=CC=2OC1.O1C2C=CC(C#C[C@@H]3[C@H]4OC[C@@H](O)[C@H]4OC3)=CC=2OC1.FC(F)(F)S(OS(C(F)(F)F)(=O)=O)(=O)=O.N1C=CC=CC=1.[N-]=[N+]=[N-].[Na+]. Given the product [CH2:1]([O:3][C:4](=[O:16])[CH2:5][CH2:6][C@H:7]1[CH2:11][O:10][C@@H:9]2[C@@H:12]([NH2:36])[CH2:13][O:14][C@H:8]12)[CH3:2], predict the reactants needed to synthesize it.